From a dataset of Catalyst prediction with 721,799 reactions and 888 catalyst types from USPTO. Predict which catalyst facilitates the given reaction. (1) Reactant: [F:1][C:2]([F:9])([F:8])[C:3]1[N:4]=[CH:5][NH:6][CH:7]=1.CC[O-].[Na+].Br[CH2:15][C:16]([O:18][CH2:19][CH3:20])=[O:17]. Product: [CH2:19]([O:18][C:16](=[O:17])[CH2:15][N:6]1[CH:7]=[C:3]([C:2]([F:9])([F:8])[F:1])[N:4]=[CH:5]1)[CH3:20]. The catalyst class is: 8. (2) The catalyst class is: 15. Product: [C:1]([C:8]1[NH:12][C:11]2[CH:13]=[CH:14][C:15]([C:17]#[N:18])=[CH:16][C:10]=2[N:9]=1)(=[O:19])[C:2]1[CH:3]=[CH:4][CH:5]=[CH:6][CH:7]=1. Reactant: [CH2:1]([C:8]1[NH:12][C:11]2[CH:13]=[CH:14][C:15]([C:17]#[N:18])=[CH:16][C:10]=2[N:9]=1)[C:2]1[CH:7]=[CH:6][CH:5]=[CH:4][CH:3]=1.[OH2:19].[OH-].[Na+].